Dataset: Full USPTO retrosynthesis dataset with 1.9M reactions from patents (1976-2016). Task: Predict the reactants needed to synthesize the given product. (1) Given the product [C:1]([C:3]1[C:8]2[N:9]=[C:10]([N:12]([CH3:21])[CH2:13][CH2:14][CH2:15][C:16]([N:18]([CH3:20])[CH3:19])=[O:17])[O:11][C:7]=2[C:6]([N:41]2[CH2:42][CH2:43][C@H:39]([N:38]([CH3:44])[CH3:37])[CH2:40]2)=[C:5]([C:23]2[CH:28]=[CH:27][CH:26]=[CH:25][CH:24]=2)[C:4]=1[CH3:29])#[N:2], predict the reactants needed to synthesize it. The reactants are: [C:1]([C:3]1[C:8]2[N:9]=[C:10]([N:12]([CH3:21])[CH2:13][CH2:14][CH2:15][C:16]([N:18]([CH3:20])[CH3:19])=[O:17])[O:11][C:7]=2[C:6](F)=[C:5]([C:23]2[CH:28]=[CH:27][CH:26]=[CH:25][CH:24]=2)[C:4]=1[CH3:29])#[N:2].C(N(CC)CC)C.[CH3:37][N:38]([CH3:44])[C@H:39]1[CH2:43][CH2:42][NH:41][CH2:40]1. (2) Given the product [Br:1][C:2]1[C:3]2[O:11][CH2:20][CH2:19][O:10][C:4]=2[C:5]([O:8][CH3:9])=[CH:6][CH:7]=1, predict the reactants needed to synthesize it. The reactants are: [Br:1][C:2]1[CH:7]=[CH:6][C:5]([O:8][CH3:9])=[C:4]([OH:10])[C:3]=1[OH:11].C([O-])([O-])=O.[K+].[K+].Br[CH2:19][CH2:20]Br. (3) Given the product [Br:1][C:2]1[CH:7]=[CH:6][C:5]([S:8]([NH:11][CH2:12][C@H:13]2[CH2:18][CH2:17][C@H:16]([C:19]([NH2:29])=[O:20])[CH2:15][CH2:14]2)(=[O:10])=[O:9])=[C:4]([O:22][C:23]([F:26])([F:25])[F:24])[CH:3]=1, predict the reactants needed to synthesize it. The reactants are: [Br:1][C:2]1[CH:7]=[CH:6][C:5]([S:8]([NH:11][CH2:12][C@H:13]2[CH2:18][CH2:17][C@H:16]([C:19](O)=[O:20])[CH2:15][CH2:14]2)(=[O:10])=[O:9])=[C:4]([O:22][C:23]([F:26])([F:25])[F:24])[CH:3]=1.C([N:29](CC)CC)C.ClC(OCC)=O.N. (4) Given the product [CH3:1][O:2][C:3]1[CH:4]=[C:5]2[C:10](=[CH:11][CH:12]=1)[CH:9]([CH2:13][C:14]1[CH:19]=[CH:18][C:17]([OH:20])=[CH:16][CH:15]=1)[N:8]([CH:28]([CH3:30])[CH3:29])[CH2:7][CH2:6]2, predict the reactants needed to synthesize it. The reactants are: [CH3:1][O:2][C:3]1[CH:4]=[C:5]2[C:10](=[CH:11][CH:12]=1)[CH:9]([CH2:13][C:14]1[CH:19]=[CH:18][C:17]([O:20]CC3C=CC=CC=3)=[CH:16][CH:15]=1)[N:8]([CH:28]([CH3:30])[CH3:29])[CH2:7][CH2:6]2. (5) The reactants are: [CH3:1][S-:2].[Na+].F[C:5]1[C:10]2[C:11](=[O:23])[C:12]([C:15]3[CH:20]=[CH:19][C:18]([O:21]C)=[CH:17][CH:16]=3)=[CH:13][O:14][C:9]=2[CH:8]=[C:7]([O:24]C)[CH:6]=1. Given the product [OH:24][C:7]1[CH:6]=[C:5]([S:2][CH3:1])[C:10]2[C:11](=[O:23])[C:12]([C:15]3[CH:20]=[CH:19][C:18]([OH:21])=[CH:17][CH:16]=3)=[CH:13][O:14][C:9]=2[CH:8]=1, predict the reactants needed to synthesize it.